Predict the product of the given reaction. From a dataset of Forward reaction prediction with 1.9M reactions from USPTO patents (1976-2016). (1) Given the reactants OC(C(F)(F)F)=O.[NH:8]1[CH:12]=[CH:11][CH:10]=[C:9]1[C:13]1[CH:18]=[C:17]([C:19]2[CH:25]=[CH:24][C:22]([NH2:23])=[CH:21][CH:20]=2)[CH:16]=[CH:15][N:14]=1.[F:26][C:27]1[CH:32]=[CH:31][C:30]([CH3:33])=[CH:29][C:28]=1[N:34]=[C:35]=[O:36].C(N(CC)C(C)C)(C)C, predict the reaction product. The product is: [F:26][C:27]1[CH:32]=[CH:31][C:30]([CH3:33])=[CH:29][C:28]=1[NH:34][C:35]([NH:23][C:22]1[CH:24]=[CH:25][C:19]([C:17]2[CH:16]=[CH:15][N:14]=[C:13]([C:9]3[NH:8][CH:12]=[CH:11][CH:10]=3)[CH:18]=2)=[CH:20][CH:21]=1)=[O:36]. (2) Given the reactants S(=O)(O)[O-].[Na+].[Br:6][C:7]1[CH:12]=[CH:11][C:10]([NH:13][C:14](=[O:34])[C:15]2[CH:20]=[CH:19][CH:18]=[C:17]([S:21]([N:24]3[C:32]4[C:27](=[CH:28][C:29]([Cl:33])=[CH:30][CH:31]=4)[CH2:26][CH2:25]3)(=[O:23])=[O:22])[CH:16]=2)=[C:9]([CH:35]=O)[CH:8]=1.[NH2:37][C:38]1[CH:43]=[CH:42][CH:41]=[CH:40][C:39]=1[S:44]([NH2:47])(=[O:46])=[O:45].O, predict the reaction product. The product is: [Br:6][C:7]1[CH:12]=[CH:11][C:10]([NH:13][C:14](=[O:34])[C:15]2[CH:20]=[CH:19][CH:18]=[C:17]([S:21]([N:24]3[C:32]4[C:27](=[CH:28][C:29]([Cl:33])=[CH:30][CH:31]=4)[CH2:26][CH2:25]3)(=[O:23])=[O:22])[CH:16]=2)=[C:9]([C:35]2[NH:47][S:44](=[O:45])(=[O:46])[C:39]3[CH:40]=[CH:41][CH:42]=[CH:43][C:38]=3[N:37]=2)[CH:8]=1. (3) Given the reactants [Cl:1][C:2]1[CH:6]=[CH:5][S:4][C:3]=1[C:7]1[N:11]2[N:12]=[C:13]([CH3:21])[CH:14]=[C:15]([CH:16]([CH2:19][CH3:20])[CH2:17][CH3:18])[C:10]2=[N:9][C:8]=1[CH3:22].C1C(=O)N([I:30])C(=O)C1, predict the reaction product. The product is: [Cl:1][C:2]1[CH:6]=[C:5]([I:30])[S:4][C:3]=1[C:7]1[N:11]2[N:12]=[C:13]([CH3:21])[CH:14]=[C:15]([CH:16]([CH2:17][CH3:18])[CH2:19][CH3:20])[C:10]2=[N:9][C:8]=1[CH3:22]. (4) Given the reactants [CH3:1][O:2][C:3]1[CH:11]=[C:10]2[C:6]([CH2:7][CH2:8][C:9]2=O)=[CH:5][CH:4]=1.[NH:13]1[C:21]2[C:16](=[CH:17][CH:18]=[CH:19][CH:20]=2)[CH2:15][C:14]1=[O:22].N1CCCCC1.Cl, predict the reaction product. The product is: [CH3:1][O:2][C:3]1[CH:11]=[C:10]2[C:6]([CH2:7][CH2:8][C:9]2=[C:15]2[C:16]3[C:21](=[CH:20][CH:19]=[CH:18][CH:17]=3)[NH:13][C:14]2=[O:22])=[CH:5][CH:4]=1.